Dataset: Catalyst prediction with 721,799 reactions and 888 catalyst types from USPTO. Task: Predict which catalyst facilitates the given reaction. Reactant: C([O:3][C:4]([C:6]1[C:7]2[N:8]=[CH:9][CH:10]=[N:11][C:12]=2[C:13]([C:16]2[C:21]([F:22])=[C:20]([O:23][CH3:24])[CH:19]=[C:18]([O:25][CH3:26])[C:17]=2[Cl:27])=[CH:14][CH:15]=1)=O)C.[CH3:28][N:29]1[CH2:34][CH2:33][N:32]([CH2:35][C:36]2[CH:37]=[CH:38][C:39]([NH:42]C(C3C4N=CC=NC=4C(C4C(Cl)=C(OC)C=C(OC)C=4Cl)=CC=3)=O)=[N:40][CH:41]=2)[CH2:31][CH2:30]1.C[Al](C)C.C([O-])(O)=O.[Na+]. Product: [CH3:28][N:29]1[CH2:34][CH2:33][N:32]([CH2:35][C:36]2[CH:37]=[CH:38][C:39]([NH:42][C:4]([C:6]3[C:7]4[N:8]=[CH:9][CH:10]=[N:11][C:12]=4[C:13]([C:16]4[C:21]([F:22])=[C:20]([O:23][CH3:24])[CH:19]=[C:18]([O:25][CH3:26])[C:17]=4[Cl:27])=[CH:14][CH:15]=3)=[O:3])=[N:40][CH:41]=2)[CH2:31][CH2:30]1. The catalyst class is: 512.